Dataset: Catalyst prediction with 721,799 reactions and 888 catalyst types from USPTO. Task: Predict which catalyst facilitates the given reaction. Reactant: [NH2:1][CH2:2][C@@H:3]1[O:8][C:7]2[N:9]=[CH:10][C:11]([NH2:13])=[CH:12][C:6]=2[N:5]([S:14]([C:17]2[CH:18]=[C:19]([CH3:23])[CH:20]=[CH:21][CH:22]=2)(=[O:16])=[O:15])[CH2:4]1.[C:24](OC(=O)C)(=[O:26])[CH3:25]. Product: [NH2:13][C:11]1[CH:10]=[N:9][C:7]2[O:8][C@@H:3]([CH2:2][NH:1][C:24](=[O:26])[CH3:25])[CH2:4][N:5]([S:14]([C:17]3[CH:18]=[C:19]([CH3:23])[CH:20]=[CH:21][CH:22]=3)(=[O:15])=[O:16])[C:6]=2[CH:12]=1. The catalyst class is: 7.